Dataset: hERG Central: cardiac toxicity at 1µM, 10µM, and general inhibition. Task: Predict hERG channel inhibition at various concentrations. (1) The compound is O=P1(NCCCn2cc[n+](Cc3nc4ccccc4[nH]3)c2)C=C(c2ccccc2)OC(c2ccccc2)=C1.[Cl-]. Results: hERG_inhib (hERG inhibition (general)): blocker. (2) Results: hERG_inhib (hERG inhibition (general)): blocker. The molecule is Cc1ccc(C(=O)N/C(=C\c2cccs2)C(=O)N2CCN(C)CC2)cc1C. (3) The molecule is O=C(Nc1ccnn1C1CCN(C/C=C/c2ccccc2)CC1)C1CCCC1. Results: hERG_inhib (hERG inhibition (general)): blocker.